Dataset: Full USPTO retrosynthesis dataset with 1.9M reactions from patents (1976-2016). Task: Predict the reactants needed to synthesize the given product. (1) Given the product [CH:1]([NH:14][C:23]([CH3:28])([CH3:27])[C:24](=[O:26])[CH3:25])([C:8]1[CH:9]=[CH:10][CH:11]=[CH:12][CH:13]=1)[C:2]1[CH:7]=[CH:6][CH:5]=[CH:4][CH:3]=1, predict the reactants needed to synthesize it. The reactants are: [CH:1]([NH2:14])([C:8]1[CH:13]=[CH:12][CH:11]=[CH:10][CH:9]=1)[C:2]1[CH:7]=[CH:6][CH:5]=[CH:4][CH:3]=1.C(N(CC)CC)C.Br[C:23]([CH3:28])([CH3:27])[C:24](=[O:26])[CH3:25]. (2) Given the product [Cl:24][C:16]1[N:15]2[N:19]=[CH:20][CH:21]=[C:14]2[N:13]=[C:12]([S:11][CH3:10])[N:17]=1, predict the reactants needed to synthesize it. The reactants are: CN(C)C1C=CC=CC=1.[CH3:10][S:11][C:12]1[N:17]=[C:16](O)[N:15]2[N:19]=[CH:20][CH:21]=[C:14]2[N:13]=1.P(Cl)(Cl)([Cl:24])=O. (3) Given the product [CH2:19]([C:27]([C:26]1[S:7][CH:23]=[CH:24][CH:25]=1)([CH2:22][CH3:28])[CH2:29][OH:38])[CH3:21], predict the reactants needed to synthesize it. The reactants are: COC(=O)C(C)(C1[S:7]C=CC=1)C.C([Al]C[CH:19]([CH3:21])C)C(C)C.[C:22]1([CH3:28])[CH:27]=[CH:26][CH:25]=[CH:24][CH:23]=1.[C:29]([OH:38])(=O)C(C(C(O)=O)O)O. (4) Given the product [NH2:28][C:29]1[C:30]2[C:37]([C:38]([C:40]3[CH:45]=[C:44]([NH2:4])[CH:43]=[CH:42][N:41]=3)=[O:39])=[CH:36][N:35]([CH:47]([CH3:49])[CH3:48])[C:31]=2[N:32]=[CH:33][N:34]=1, predict the reactants needed to synthesize it. The reactants are: BrC1C2C(Cl)=NC=NC=2[N:4](C(C)C)C=1.CON(C)C(C1C=C(Cl)C=CN=1)=O.[NH2:28][C:29]1[C:30]2[C:37]([C:38]([C:40]3[CH:45]=[CH:44][CH:43]=[C:42](N)[N:41]=3)=[O:39])=[CH:36][N:35]([CH:47]([CH3:49])[CH3:48])[C:31]=2[N:32]=[CH:33][N:34]=1.